This data is from Full USPTO retrosynthesis dataset with 1.9M reactions from patents (1976-2016). The task is: Predict the reactants needed to synthesize the given product. Given the product [F:26][C:2]([F:1])([C:22]([F:23])([F:24])[F:25])[CH2:3][CH2:4][CH2:5][S:6]([CH2:8][CH2:9][CH2:10][NH2:11])=[O:7], predict the reactants needed to synthesize it. The reactants are: [F:1][C:2]([F:26])([C:22]([F:25])([F:24])[F:23])[CH2:3][CH2:4][CH2:5][S:6]([CH2:8][CH2:9][CH2:10][N:11]1C(=O)C2C(=CC=CC=2)C1=O)=[O:7].CN.